Dataset: Full USPTO retrosynthesis dataset with 1.9M reactions from patents (1976-2016). Task: Predict the reactants needed to synthesize the given product. (1) Given the product [CH3:21][O:20][C:9]1[CH:10]=[C:11]2[C:16](=[CH:17][C:8]=1[CH2:7][CH2:5][N:37]1[CH2:38][CH2:39][CH:40]([N:43]3[C:51]4[C:46](=[CH:47][CH:48]=[C:49]([C:52]([NH2:54])=[O:53])[CH:50]=4)[CH:45]=[CH:44]3)[CH2:41][CH2:42]1)[N:15]([CH3:18])[C:14](=[O:19])[CH2:13][CH2:12]2, predict the reactants needed to synthesize it. The reactants are: CC1(C)O[CH:5]([CH2:7][C:8]2[CH:17]=[C:16]3[C:11]([CH2:12][CH2:13][C:14](=[O:19])[N:15]3[CH3:18])=[CH:10][C:9]=2[O:20][CH3:21])CO1.COC1C=C2C(=CC=1CC[N:37]1[CH2:42][CH2:41][CH:40]([N:43]3[C:51]4[C:46](=[CH:47][CH:48]=[C:49]([C:52]([NH2:54])=[O:53])[CH:50]=4)[CH:45]=[CH:44]3)[CH2:39][CH2:38]1)NC(=O)CC2. (2) Given the product [N:19]1([C:10](=[O:12])[CH2:9][C:3]2[CH:4]=[CH:5][C:6]([OH:8])=[CH:7][C:2]=2[F:1])[CH2:17][CH2:16][CH2:15]1, predict the reactants needed to synthesize it. The reactants are: [F:1][C:2]1[CH:7]=[C:6]([OH:8])[CH:5]=[CH:4][C:3]=1[CH2:9][C:10]([OH:12])=O.C1C=[C:17]2[N:19]=NN(O)[C:16]2=[CH:15]C=1.O.CCN=C=NCCCN(C)C.Cl.N1CCC1. (3) Given the product [Br:33][C:34]1[CH:35]=[C:36]([CH2:41][N:42]([CH2:2][C:3]2[CH:4]=[C:5]([CH:30]=[CH:31][CH:32]=2)[C:6]([NH:8][CH2:9][C:10]2[C:11]([NH:23][CH:24]3[CH2:29][CH2:28][O:27][CH2:26][CH2:25]3)=[C:12]3[CH:20]=[N:19][N:18]([CH2:21][CH3:22])[C:13]3=[N:14][C:15]=2[CH2:16][CH3:17])=[O:7])[CH3:43])[CH:37]=[CH:38][C:39]=1[F:40], predict the reactants needed to synthesize it. The reactants are: Cl[CH2:2][C:3]1[CH:4]=[C:5]([CH:30]=[CH:31][CH:32]=1)[C:6]([NH:8][CH2:9][C:10]1[C:11]([NH:23][CH:24]2[CH2:29][CH2:28][O:27][CH2:26][CH2:25]2)=[C:12]2[CH:20]=[N:19][N:18]([CH2:21][CH3:22])[C:13]2=[N:14][C:15]=1[CH2:16][CH3:17])=[O:7].[Br:33][C:34]1[CH:35]=[C:36]([CH2:41][NH:42][CH3:43])[CH:37]=[CH:38][C:39]=1[F:40].CCOC(C)=O. (4) Given the product [F:14][C:12]1([F:15])[CH2:11][N:10]([C:16]([O:18][C:19]([CH3:22])([CH3:21])[CH3:20])=[O:17])[C@@H:9]([C:3]2[CH:4]=[C:5]([F:8])[CH:6]=[CH:7][C:2]=2[C:25](=[O:26])[NH:42][CH:39]([CH3:41])[CH3:40])[CH2:13]1, predict the reactants needed to synthesize it. The reactants are: Br[C:2]1[CH:7]=[CH:6][C:5]([F:8])=[CH:4][C:3]=1[C@H:9]1[CH2:13][C:12]([F:15])([F:14])[CH2:11][N:10]1[C:16]([O:18][C:19]([CH3:22])([CH3:21])[CH3:20])=[O:17].C1C[O:26][CH2:25]C1.N12CCCN=C1CCCCC2.[CH:39]([NH2:42])([CH3:41])[CH3:40]. (5) Given the product [Cl:1][C:2]1[CH:3]=[CH:4][C:5]([CH:8]2[CH2:13][C:12](=[O:14])[N:11]([CH3:15])[C:10]([CH3:16])=[C:9]2[C:17]([NH:29][C:25]2[CH:24]=[C:23]3[C:28](=[CH:27][CH:26]=2)[NH:20][N:21]=[CH:22]3)=[O:19])=[CH:6][CH:7]=1, predict the reactants needed to synthesize it. The reactants are: [Cl:1][C:2]1[CH:7]=[CH:6][C:5]([CH:8]2[CH2:13][C:12](=[O:14])[N:11]([CH3:15])[C:10]([CH3:16])=[C:9]2[C:17]([OH:19])=O)=[CH:4][CH:3]=1.[NH:20]1[C:28]2[C:23](=[CH:24][C:25]([NH2:29])=[CH:26][CH:27]=2)[CH:22]=[N:21]1.C(Cl)CCl.CCN(CC)CC.